From a dataset of Reaction yield outcomes from USPTO patents with 853,638 reactions. Predict the reaction yield, written as a fraction of the theoretical maximum amount of product (1.0 means a 100% yield; for example, 0.34 means a 34% yield). (1) The reactants are I[C:2]1[CH:6]=[CH:5][N:4]([CH3:7])[N:3]=1.C([Sn](CCCC)(CCCC)[C:13](=[CH2:24])[C:14]([O:16][CH2:17][C:18]1[CH:23]=[CH:22][CH:21]=[CH:20][CH:19]=1)=[O:15])CCC. The catalyst is C1COCC1.C1C=CC([P]([Pd]([P](C2C=CC=CC=2)(C2C=CC=CC=2)C2C=CC=CC=2)([P](C2C=CC=CC=2)(C2C=CC=CC=2)C2C=CC=CC=2)[P](C2C=CC=CC=2)(C2C=CC=CC=2)C2C=CC=CC=2)(C2C=CC=CC=2)C2C=CC=CC=2)=CC=1.[Cu]Cl. The product is [CH3:7][N:4]1[CH:5]=[CH:6][C:2]([C:13](=[CH2:24])[C:14]([O:16][CH2:17][C:18]2[CH:23]=[CH:22][CH:21]=[CH:20][CH:19]=2)=[O:15])=[N:3]1. The yield is 0.660. (2) The reactants are Br[C:2]1[CH:3]=[C:4]([C:11]([O:13][CH3:14])=[O:12])[S:5][C:6]=1[C:7]([F:10])([F:9])[F:8].[CH3:15][N:16]1[C:20](B2OC(C)(C)C(C)(C)O2)=[CH:19][CH:18]=[N:17]1.C([O-])([O-])=O.[K+].[K+]. The catalyst is O1CCOCC1.O.C1C=CC([P]([Pd]([P](C2C=CC=CC=2)(C2C=CC=CC=2)C2C=CC=CC=2)([P](C2C=CC=CC=2)(C2C=CC=CC=2)C2C=CC=CC=2)[P](C2C=CC=CC=2)(C2C=CC=CC=2)C2C=CC=CC=2)(C2C=CC=CC=2)C2C=CC=CC=2)=CC=1. The product is [CH3:15][N:16]1[C:20]([C:2]2[CH:3]=[C:4]([C:11]([O:13][CH3:14])=[O:12])[S:5][C:6]=2[C:7]([F:10])([F:9])[F:8])=[CH:19][CH:18]=[N:17]1. The yield is 0.700. (3) The reactants are C(C1C=CC=C(C(C)C)C=1N1C=CN(C2C(C(C)C)=CC=CC=2C(C)C)C1[Cu]Cl)(C)C.CC(C)([O-])C.[Na+].[CH3:53][C:48]1([CH3:54])[C:49]([CH3:52])([CH3:51])[O:50][B:46]([B:46]2[O:50][C:49]([CH3:52])([CH3:51])[C:48]([CH3:54])([CH3:53])[O:47]2)[O:47]1.[C:56]([C:58]1[CH:63]=[CH:62][C:61]([C:64]([F:67])([F:66])[F:65])=[CH:60][CH:59]=1)#[CH:57].CO. The catalyst is C1COCC1. The product is [CH3:52][C:49]1([CH3:51])[C:48]([CH3:53])([CH3:54])[O:47][B:46]([C:56]([C:58]2[CH:59]=[CH:60][C:61]([C:64]([F:65])([F:66])[F:67])=[CH:62][CH:63]=2)=[CH2:57])[O:50]1. The yield is 0.320. (4) The reactants are [NH2:1][C:2]1[CH:12]=[N:11][CH:10]=[CH:9][C:3]=1[C:4]([O:6]CC)=O.C(N(CC)CC)C.C([CH:22]([C:26](Cl)=[O:27])[C:23](Cl)=[O:24])C.[O-]CC.[Na+].[Na+].[NH2:34][CH2:35][C:36]([O-:38])=[O:37].N12CCCN=C1CCCCC2.Cl. The catalyst is C(Cl)Cl.O. The product is [OH:6][C:4]1[C:3]2[C:2](=[CH:12][N:11]=[CH:10][CH:9]=2)[NH:1][C:26](=[O:27])[C:22]=1[C:23]([NH:34][CH2:35][C:36]([OH:38])=[O:37])=[O:24]. The yield is 0.300. (5) The reactants are [Cl:1][C:2]1[CH:3]=[C:4]([CH2:21]O)[CH:5]=[CH:6][C:7]=1[O:8][CH2:9][C:10]1[N:11]=[C:12]([C:16]2[O:17][CH:18]=[CH:19][CH:20]=2)[O:13][C:14]=1[CH3:15].S(Cl)([Cl:25])=O. No catalyst specified. The product is [Cl:1][C:2]1[CH:3]=[C:4]([CH2:21][Cl:25])[CH:5]=[CH:6][C:7]=1[O:8][CH2:9][C:10]1[N:11]=[C:12]([C:16]2[O:17][CH:18]=[CH:19][CH:20]=2)[O:13][C:14]=1[CH3:15]. The yield is 0.940. (6) The reactants are [Cl:1][C:2]1[CH:3]=[C:4]2[C:8](=[CH:9][CH:10]=1)[NH:7][CH:6]=[C:5]2[C:11]([OH:13])=[O:12].C([O-])([O-])=O.[K+].[K+].Br[CH2:21][CH:22]([CH3:24])[CH3:23]. The catalyst is CN(C=O)C.CCOC(C)=O. The product is [Cl:1][C:2]1[CH:3]=[C:4]2[C:8](=[CH:9][CH:10]=1)[N:7]([CH2:21][CH:22]([CH3:24])[CH3:23])[CH:6]=[C:5]2[C:11]([O:13][CH2:3][CH:4]([CH3:8])[CH3:5])=[O:12]. The yield is 0.700. (7) The reactants are Br[C:2]1[N:3]=[C:4]([NH:10][C:11]2[CH:12]=[N:13][C:14]([N:17]3[CH2:22][CH2:21][N:20]([CH:23]4[CH2:26][O:25][CH2:24]4)[CH2:19][CH2:18]3)=[CH:15][CH:16]=2)[C:5](=[O:9])[N:6]([CH3:8])[CH:7]=1.[C:27]([O:30][CH2:31][C:32]1[C:33]([N:47]2[CH2:59][CH2:58][N:50]3[C:51]4[CH2:52][CH2:53][CH2:54][CH2:55][C:56]=4[CH:57]=[C:49]3[C:48]2=[O:60])=[N:34][CH:35]=[CH:36][C:37]=1B1OC(C)(C)C(C)(C)O1)(=[O:29])[CH3:28].C([O-])(=O)C.[Na+].C(#N)C. The product is [C:27]([O:30][CH2:31][C:32]1[C:33]([N:47]2[CH2:59][CH2:58][N:50]3[C:51]4[CH2:52][CH2:53][CH2:54][CH2:55][C:56]=4[CH:57]=[C:49]3[C:48]2=[O:60])=[N:34][CH:35]=[CH:36][C:37]=1[C:2]1[N:3]=[C:4]([NH:10][C:11]2[CH:12]=[N:13][C:14]([N:17]3[CH2:22][CH2:21][N:20]([CH:23]4[CH2:26][O:25][CH2:24]4)[CH2:19][CH2:18]3)=[CH:15][CH:16]=2)[C:5](=[O:9])[N:6]([CH3:8])[CH:7]=1)(=[O:29])[CH3:28]. The catalyst is C1C=CC(P(C2C=CC=CC=2)[C-]2C=CC=C2)=CC=1.C1C=CC(P(C2C=CC=CC=2)[C-]2C=CC=C2)=CC=1.Cl[Pd]Cl.[Fe+2].O. The yield is 0.700. (8) The reactants are Cl.[S:2]1[C:10]2[CH2:9][CH2:8][NH:7][CH2:6][C:5]=2[CH:4]=[C:3]1[CH:11]=[O:12].[C:13](Cl)(=[O:15])[CH3:14]. The catalyst is C(Cl)Cl. The product is [C:13]([N:7]1[CH2:8][CH2:9][C:10]2[S:2][C:3]([CH:11]=[O:12])=[CH:4][C:5]=2[CH2:6]1)(=[O:15])[CH3:14]. The yield is 0.714. (9) The reactants are [Cl:1][C:2]1[CH:7]=[CH:6][C:5]([C:8](=[O:14])[CH2:9][C:10]([O:12]C)=O)=[CH:4][CH:3]=1.[OH:15][C:16]1[CH:21]=[C:20](O)[CH:19]=[C:18]([OH:23])[CH:17]=1. The catalyst is CCOC(C)=O. The product is [Cl:1][C:2]1[CH:3]=[CH:4][C:5]([C:8]2[O:14][C:20]3[C:21]([C:10](=[O:12])[CH:9]=2)=[C:16]([OH:15])[CH:17]=[C:18]([OH:23])[CH:19]=3)=[CH:6][CH:7]=1. The yield is 0.242.